Dataset: Full USPTO retrosynthesis dataset with 1.9M reactions from patents (1976-2016). Task: Predict the reactants needed to synthesize the given product. Given the product [NH2:1][CH:4]([CH2:13][CH3:14])[CH:5]([C:7]1[CH:8]=[N:9][CH:10]=[CH:11][CH:12]=1)[OH:6], predict the reactants needed to synthesize it. The reactants are: [N+:1]([CH:4]([CH2:13][CH3:14])[CH:5]([C:7]1[CH:8]=[N:9][CH:10]=[CH:11][CH:12]=1)[OH:6])([O-])=O.